Dataset: Catalyst prediction with 721,799 reactions and 888 catalyst types from USPTO. Task: Predict which catalyst facilitates the given reaction. (1) Reactant: [OH:1][C:2]1[CH:7]=[C:6]([C:8]2[CH:12]=[CH:11][N:10]([Si](C(C)C)(C(C)C)C(C)C)[CH:9]=2)[CH:5]=[CH:4][C:3]=1[N:23]1[S:27](=[O:29])(=[O:28])[NH:26][C:25](=[O:30])[CH2:24]1.C1C=CN=CC=1.F.[Si](OC)(C)(C)C. Product: [OH:1][C:2]1[CH:7]=[C:6]([C:8]2[CH:12]=[CH:11][NH:10][CH:9]=2)[CH:5]=[CH:4][C:3]=1[N:23]1[S:27](=[O:29])(=[O:28])[NH:26][C:25](=[O:30])[CH2:24]1. The catalyst class is: 23. (2) Reactant: [Br:1][C:2]1[CH:7]=[CH:6][C:5]([F:8])=[C:4]([OH:9])[C:3]=1[OH:10].[C:11](Cl)(Cl)=[S:12].[OH-].[Na+]. Product: [Br:1][C:2]1[C:3]2[O:10][C:11](=[S:12])[O:9][C:4]=2[C:5]([F:8])=[CH:6][CH:7]=1. The catalyst class is: 22.